Predict the reactants needed to synthesize the given product. From a dataset of Retrosynthesis with 50K atom-mapped reactions and 10 reaction types from USPTO. (1) Given the product COP(=O)(OC)C(NC(=O)OC(C)(C)C)c1ccc(C(=O)O)cc1, predict the reactants needed to synthesize it. The reactants are: COC(=O)c1ccc(C(NC(=O)OC(C)(C)C)P(=O)(OC)OC)cc1. (2) Given the product NC(=S)NN=CC=Cc1cccc(O)c1, predict the reactants needed to synthesize it. The reactants are: NNC(N)=S.O=CC=Cc1cccc(O)c1. (3) Given the product Nc1cc(Cl)c([N+](=O)[O-])cc1OC(=O)c1ccccc1, predict the reactants needed to synthesize it. The reactants are: Nc1cc(Cl)c([N+](=O)[O-])cc1O.O=C(Cl)c1ccccc1.